This data is from Forward reaction prediction with 1.9M reactions from USPTO patents (1976-2016). The task is: Predict the product of the given reaction. (1) Given the reactants [Cl:1][C:2]1[CH:3]=[C:4]([CH:28]=[CH:29][C:30]=1[O:31]CC1C=CC(OC)=C(OC)C=1)[C:5]([N:7]([CH3:27])[C:8]1[CH:13]=[CH:12][C:11]([O:14][C:15]2[CH:20]=[CH:19][CH:18]=[CH:17][CH:16]=2)=[CH:10][C:9]=1[C:21]([NH:23][CH:24]([CH3:26])[CH3:25])=[O:22])=[O:6].C(O)(C(F)(F)F)=O, predict the reaction product. The product is: [Cl:1][C:2]1[CH:3]=[C:4]([CH:28]=[CH:29][C:30]=1[OH:31])[C:5]([N:7]([CH3:27])[C:8]1[CH:13]=[CH:12][C:11]([O:14][C:15]2[CH:16]=[CH:17][CH:18]=[CH:19][CH:20]=2)=[CH:10][C:9]=1[C:21]([NH:23][CH:24]([CH3:26])[CH3:25])=[O:22])=[O:6]. (2) Given the reactants [CH2:1]([O:3][C:4]([C:6]1[CH:7]=[N:8][N:9]([C:11]2[N:15]([CH2:16][O:17][CH2:18][CH2:19][O:20][CH3:21])[C:14]3[CH:22]=[C:23]([Cl:27])[C:24]([SH:26])=[CH:25][C:13]=3[N:12]=2)[CH:10]=1)=[O:5])[CH3:2].[CH2:28](Br)[C:29]1[CH:34]=[CH:33][CH:32]=[CH:31][CH:30]=1.C(=O)([O-])[O-].[K+].[K+], predict the reaction product. The product is: [CH2:1]([O:3][C:4]([C:6]1[CH:7]=[N:8][N:9]([C:11]2[N:15]([CH2:16][O:17][CH2:18][CH2:19][O:20][CH3:21])[C:14]3[CH:22]=[C:23]([Cl:27])[C:24]([S:26][CH2:28][C:29]4[CH:34]=[CH:33][CH:32]=[CH:31][CH:30]=4)=[CH:25][C:13]=3[N:12]=2)[CH:10]=1)=[O:5])[CH3:2].